This data is from NCI-60 drug combinations with 297,098 pairs across 59 cell lines. The task is: Regression. Given two drug SMILES strings and cell line genomic features, predict the synergy score measuring deviation from expected non-interaction effect. Drug 1: CCCS(=O)(=O)NC1=C(C(=C(C=C1)F)C(=O)C2=CNC3=C2C=C(C=N3)C4=CC=C(C=C4)Cl)F. Drug 2: CC12CCC3C(C1CCC2=O)CC(=C)C4=CC(=O)C=CC34C. Cell line: SK-MEL-2. Synergy scores: CSS=20.3, Synergy_ZIP=1.94, Synergy_Bliss=0.00712, Synergy_Loewe=-18.2, Synergy_HSA=-2.50.